This data is from Forward reaction prediction with 1.9M reactions from USPTO patents (1976-2016). The task is: Predict the product of the given reaction. (1) Given the reactants [C:1]([C:3]1[CH:4]=[C:5]([NH:9][C:10]2[N:17]=[CH:16][CH:15]=[CH:14][C:11]=2[CH:12]=O)[CH:6]=[CH:7][CH:8]=1)#[N:2].[N:18]1[CH:23]=[CH:22][C:21]([CH2:24][CH2:25][CH2:26][CH2:27][C:28](OCC)=[O:29])=[CH:20][CH:19]=1.[Li+].CC([N-]C(C)C)C, predict the reaction product. The product is: [C:1]([C:3]1[CH:4]=[C:5]([N:9]2[C:10]3[C:11](=[CH:14][CH:15]=[CH:16][N:17]=3)[CH:12]=[C:27]([CH2:26][CH2:25][CH2:24][C:21]3[CH:20]=[CH:19][N:18]=[CH:23][CH:22]=3)[C:28]2=[O:29])[CH:6]=[CH:7][CH:8]=1)#[N:2]. (2) Given the reactants [CH3:1][O:2][C:3]1[CH:4]=[C:5]([CH2:9][C:10]#[N:11])[CH:6]=[CH:7][CH:8]=1.[CH:12](OCC)=[O:13], predict the reaction product. The product is: [CH3:1][O:2][C:3]1[CH:4]=[C:5]([CH:9]([CH:12]=[O:13])[C:10]#[N:11])[CH:6]=[CH:7][CH:8]=1. (3) Given the reactants Cl[C:2]1[C:3]([NH2:9])=[N:4][CH:5]=[N:6][C:7]=1Cl.[NH2:10][C@H:11]1[CH2:15][CH2:14][N:13]([C:16]([O:18]C(C)(C)C)=O)[CH2:12]1.[O:23]([C:30]1[CH:35]=[CH:34][C:33](B(O)O)=[CH:32][CH:31]=1)[C:24]1[CH:29]=[CH:28][CH:27]=[CH:26][CH:25]=1.[C:39](Cl)(=O)[CH:40]=C, predict the reaction product. The product is: [NH2:9][C:3]1[N:4]=[CH:5][N:6]=[C:7]([NH:10][C@H:11]2[CH2:15][CH2:14][N:13]([C:16](=[O:18])[CH:39]=[CH2:40])[CH2:12]2)[C:2]=1[C:27]1[CH:28]=[CH:29][C:24]([O:23][C:30]2[CH:35]=[CH:34][CH:33]=[CH:32][CH:31]=2)=[CH:25][CH:26]=1. (4) Given the reactants [Br:1][C:2]1[C:7]([CH3:8])=[CH:6][CH:5]=[CH:4][C:3]=1[CH2:9][OH:10].[Cr](Cl)([O-])(=O)=O.[NH+]1C=CC=CC=1, predict the reaction product. The product is: [Br:1][C:2]1[C:7]([CH3:8])=[CH:6][CH:5]=[CH:4][C:3]=1[CH:9]=[O:10]. (5) Given the reactants [CH:1]1(C2C=CC=CC=2)[CH2:6][CH2:5][CH2:4][CH2:3][CH2:2]1.[O-]O.[CH:15]1(C2C=CC=CC=2)[CH2:20][CH2:19][CH2:18][CH2:17][CH2:16]1.S(=O)(=O)(O)[OH:28].C(=O)([O-])[O-:33].[Na+].[Na+], predict the reaction product. The product is: [C:1]1([OH:28])[CH:6]=[CH:5][CH:4]=[CH:3][CH:2]=1.[C:15]1(=[O:33])[CH2:20][CH2:19][CH2:18][CH2:17][CH2:16]1.